This data is from Full USPTO retrosynthesis dataset with 1.9M reactions from patents (1976-2016). The task is: Predict the reactants needed to synthesize the given product. (1) Given the product [CH3:20][C:21]1[N:26]=[C:25]([CH2:27][CH2:28][CH2:29][O:17][C:16]([C@@H:11]2[CH2:12][S:13][CH2:14][CH2:15][N:10]2[S:7]([C:4]2[CH:3]=[CH:2][C:1]([CH3:19])=[CH:6][CH:5]=2)(=[O:9])=[O:8])=[O:18])[CH:24]=[CH:23][CH:22]=1, predict the reactants needed to synthesize it. The reactants are: [C:1]1([CH3:19])[CH:6]=[CH:5][C:4]([S:7]([N:10]2[CH2:15][CH2:14][S:13][CH2:12][C@H:11]2[C:16]([OH:18])=[O:17])(=[O:9])=[O:8])=[CH:3][CH:2]=1.[CH3:20][C:21]1[N:26]=[C:25]([CH2:27][CH2:28][CH2:29]O)[CH:24]=[CH:23][CH:22]=1.C1CCC(N=C=NC2CCCCC2)CC1. (2) Given the product [CH2:27]([C:22]1[CH:23]=[N:24][CH:25]=[CH:26][C:21]=1[CH2:20][S:1][C:2]1[N:7]=[C:6]([OH:8])[CH:5]=[C:4]([C:9]([F:12])([F:10])[F:11])[N:3]=1)[CH3:28], predict the reactants needed to synthesize it. The reactants are: [SH:1][C:2]1[N:7]=[C:6]([OH:8])[CH:5]=[C:4]([C:9]([F:12])([F:11])[F:10])[N:3]=1.C(=O)([O-])[O-].[K+].[K+].Br[CH2:20][C:21]1[CH:26]=[CH:25][N:24]=[CH:23][C:22]=1[CH2:27][CH3:28].